Dataset: Catalyst prediction with 721,799 reactions and 888 catalyst types from USPTO. Task: Predict which catalyst facilitates the given reaction. Reactant: [CH3:1][O:2][C:3]1[CH:8]=[CH:7][C:6]([C:9]([C:25]2[CH:30]=[CH:29][C:28]([O:31][CH3:32])=[CH:27][CH:26]=2)([C:17]2[CH:22]=[CH:21][C:20]([O:23][CH3:24])=[CH:19][CH:18]=2)[C:10]2[CH:15]=[CH:14][C:13](O)=[CH:12][CH:11]=2)=[CH:5][CH:4]=1.C1(P(C2C=CC=CC=2)C2C=CC=CC=2)C=CC=CC=1.[C:52]([O:56][CH2:57][CH2:58][OH:59])(=[O:55])[CH:53]=[CH2:54].N(C(OCC)=O)=NC(OCC)=O. Product: [C:52]([O:56][CH2:57][CH2:58][O:59][C:13]1[CH:12]=[CH:11][C:10]([C:9]([C:6]2[CH:7]=[CH:8][C:3]([O:2][CH3:1])=[CH:4][CH:5]=2)([C:17]2[CH:22]=[CH:21][C:20]([O:23][CH3:24])=[CH:19][CH:18]=2)[C:25]2[CH:26]=[CH:27][C:28]([O:31][CH3:32])=[CH:29][CH:30]=2)=[CH:15][CH:14]=1)(=[O:55])[CH:53]=[CH2:54]. The catalyst class is: 1.